This data is from Full USPTO retrosynthesis dataset with 1.9M reactions from patents (1976-2016). The task is: Predict the reactants needed to synthesize the given product. (1) Given the product [CH2:9]([NH:16][C:18]1[CH:26]=[CH:25][CH:24]=[CH:23][C:19]=1[C:20]([OH:22])=[O:21])[C:10]1[CH:15]=[CH:14][CH:13]=[CH:12][CH:11]=1, predict the reactants needed to synthesize it. The reactants are: [O-]P([O-])([O-])=O.[K+].[K+].[K+].[CH2:9]([NH2:16])[C:10]1[CH:15]=[CH:14][CH:13]=[CH:12][CH:11]=1.Cl[C:18]1[CH:26]=[CH:25][CH:24]=[CH:23][C:19]=1[C:20]([OH:22])=[O:21].C(O)CO. (2) Given the product [ClH:19].[CH3:2][N:3]([CH3:17])[CH2:4][C:5]1[CH2:6][O:7][CH2:8][CH2:9][C:10]=1[C:11]1[CH:12]=[N:13][CH:14]=[CH:15][CH:16]=1, predict the reactants needed to synthesize it. The reactants are: Cl.[CH3:2][N:3]([CH3:17])[CH2:4][C:5]1[CH2:6][O:7][CH2:8][CH2:9][C:10]=1[C:11]1[CH:12]=[N:13][CH:14]=[CH:15][CH:16]=1.O.[Cl:19][Si](C)(C)C. (3) Given the product [CH3:1][C:2]1([CH3:18])[CH2:6][C:5]([C:7]2[O:11][N:10]=[C:9]([C:12]([OH:14])=[O:13])[C:8]=2[CH3:17])=[CH:4][CH2:3]1, predict the reactants needed to synthesize it. The reactants are: [CH3:1][C:2]1([CH3:18])[CH2:6][C:5]([C:7]2[O:11][N:10]=[C:9]([C:12]([O:14]CC)=[O:13])[C:8]=2[CH3:17])=[CH:4][CH2:3]1.[OH-].[Na+].Cl. (4) Given the product [CH3:13][O:12][C:9]1[CH:10]=[C:11]2[C:6](=[CH:7][C:8]=1[O:14][CH3:15])[N:5]=[CH:4][CH:3]=[C:2]2[O:16][C:17]1[CH:24]=[CH:23][C:22]([O:25][CH3:26])=[CH:21][C:18]=1[CH:19]=[O:20], predict the reactants needed to synthesize it. The reactants are: Cl[C:2]1[C:11]2[C:6](=[CH:7][C:8]([O:14][CH3:15])=[C:9]([O:12][CH3:13])[CH:10]=2)[N:5]=[CH:4][CH:3]=1.[OH:16][C:17]1[CH:24]=[CH:23][C:22]([O:25][CH3:26])=[CH:21][C:18]=1[CH:19]=[O:20].O. (5) Given the product [NH2:22][C:20]1[CH:21]=[C:8]([C:7]([NH:6][CH:3]([CH2:4][OH:5])[CH2:2][OH:1])=[O:25])[CH:9]=[C:10]([CH:19]=1)[C:11]([NH:13][CH:14]([CH2:17][OH:18])[CH2:15][OH:16])=[O:12], predict the reactants needed to synthesize it. The reactants are: [OH:1][CH2:2][CH:3]([NH:6][C:7](=[O:25])[C:8]1[CH:21]=[C:20]([N+:22]([O-])=O)[CH:19]=[C:10]([C:11]([NH:13][CH:14]([CH2:17][OH:18])[CH2:15][OH:16])=[O:12])[CH:9]=1)[CH2:4][OH:5]. (6) The reactants are: [CH3:1][CH:2]1[N:11]2[CH:12]=[C:13]([C:16]([OH:18])=[O:17])[C:14](=[O:15])[C:9]3[C:10]2=[C:5]([CH:6]=[C:7](F)[CH:8]=3)[CH2:4][CH2:3]1.[NH2:20][CH2:21][CH2:22][NH2:23]. Given the product [CH:16]([OH:18])=[O:17].[NH2:20][CH2:21][CH2:22][NH:23][C:7]1[CH:8]=[C:9]2[C:10]3=[C:5]([CH2:4][CH2:3][CH:2]([CH3:1])[N:11]3[CH:12]=[C:13]([C:16]([OH:18])=[O:17])[C:14]2=[O:15])[CH:6]=1, predict the reactants needed to synthesize it. (7) Given the product [C:23]([O:27][C:28]([N:30]1[CH2:35][CH2:34][CH2:33][CH:32]([NH:36][C:18]2[C:17]([N+:20]([O-:22])=[O:21])=[CH:16][N:15]=[C:14]3[N:10]([S:7]([C:1]4[CH:6]=[CH:5][CH:4]=[CH:3][CH:2]=4)(=[O:9])=[O:8])[CH:11]=[CH:12][C:13]=23)[CH2:31]1)=[O:29])([CH3:26])([CH3:24])[CH3:25], predict the reactants needed to synthesize it. The reactants are: [C:1]1([S:7]([N:10]2[C:14]3=[N:15][CH:16]=[C:17]([N+:20]([O-:22])=[O:21])[C:18](Cl)=[C:13]3[CH:12]=[CH:11]2)(=[O:9])=[O:8])[CH:6]=[CH:5][CH:4]=[CH:3][CH:2]=1.[C:23]([O:27][C:28]([N:30]1[CH2:35][CH2:34][CH2:33][CH:32]([NH2:36])[CH2:31]1)=[O:29])([CH3:26])([CH3:25])[CH3:24].C(N(C(C)C)CC)(C)C.